From a dataset of Full USPTO retrosynthesis dataset with 1.9M reactions from patents (1976-2016). Predict the reactants needed to synthesize the given product. Given the product [NH2:1][C:2]1[C:3]([C:10]([O:12][CH3:13])=[O:11])=[N:4][C:5]([Cl:9])=[C:6]([C:16]2[CH:17]=[CH:18][CH:19]=[CH:20][C:15]=2[CH3:14])[N:7]=1, predict the reactants needed to synthesize it. The reactants are: [NH2:1][C:2]1[C:3]([C:10]([O:12][CH3:13])=[O:11])=[N:4][C:5]([Cl:9])=[C:6](Cl)[N:7]=1.[CH3:14][C:15]1[CH:20]=[CH:19][CH:18]=[CH:17][C:16]=1B(O)O.C(=O)([O-])[O-].[Na+].[Na+].